This data is from Full USPTO retrosynthesis dataset with 1.9M reactions from patents (1976-2016). The task is: Predict the reactants needed to synthesize the given product. The reactants are: [F:1][C:2]1[CH:7]=[CH:6][C:5]([CH2:8][C:9]2[CH:18]=[C:17]3[C:12]([C:13]([OH:36])=[C:14]([C:31](OCC)=[O:32])[C:15](=[O:30])[N:16]3[CH2:19][CH2:20][CH2:21][N:22]3[CH2:28][CH2:27][CH2:26][CH2:25][CH2:24][C:23]3=[O:29])=[N:11][CH:10]=2)=[CH:4][CH:3]=1.[CH2:37]([CH2:39][NH2:40])[OH:38]. Given the product [F:1][C:2]1[CH:3]=[CH:4][C:5]([CH2:8][C:9]2[CH:18]=[C:17]3[C:12]([C:13]([OH:36])=[C:14]([C:31]([NH:40][CH2:39][CH2:37][OH:38])=[O:32])[C:15](=[O:30])[N:16]3[CH2:19][CH2:20][CH2:21][N:22]3[CH2:28][CH2:27][CH2:26][CH2:25][CH2:24][C:23]3=[O:29])=[N:11][CH:10]=2)=[CH:6][CH:7]=1, predict the reactants needed to synthesize it.